Dataset: Full USPTO retrosynthesis dataset with 1.9M reactions from patents (1976-2016). Task: Predict the reactants needed to synthesize the given product. Given the product [CH2:24]([O:23][C:22]([NH:21][C@@H:18]([CH2:19][OH:20])[CH2:17][C:16]([NH:1][C:2]1[CH:14]=[CH:13][C:5]([C:6]([O:8][C:9]([CH3:10])([CH3:11])[CH3:12])=[O:7])=[C:4]([CH3:32])[CH:3]=1)=[O:15])=[O:31])[C:25]1[CH:30]=[CH:29][CH:28]=[CH:27][CH:26]=1, predict the reactants needed to synthesize it. The reactants are: [NH2:1][C:2]1[CH:14]=[CH:13][C:5]([C:6]([O:8][C:9]([CH3:12])([CH3:11])[CH3:10])=[O:7])=[CH:4][CH:3]=1.[O:15]=[C:16]1[O:20][CH2:19][C@H:18]([NH:21][C:22](=[O:31])[O:23][CH2:24][C:25]2[CH:30]=[CH:29][CH:28]=[CH:27][CH:26]=2)[CH2:17]1.[CH3:32][Al](C)C.